Dataset: TCR-epitope binding with 47,182 pairs between 192 epitopes and 23,139 TCRs. Task: Binary Classification. Given a T-cell receptor sequence (or CDR3 region) and an epitope sequence, predict whether binding occurs between them. (1) The epitope is KAYNVTQAF. The TCR CDR3 sequence is CASSARGQGGYNEQFF. Result: 0 (the TCR does not bind to the epitope). (2) The epitope is TAFTIPSI. The TCR CDR3 sequence is CASSSYRGNTGELFF. Result: 0 (the TCR does not bind to the epitope). (3) The epitope is LLLGIGILV. The TCR CDR3 sequence is CSARQGLGTEAFF. Result: 1 (the TCR binds to the epitope). (4) The epitope is FPRPWLHGL. The TCR CDR3 sequence is CASSTDIEAFF. Result: 0 (the TCR does not bind to the epitope). (5) The epitope is FVDGVPFVV. The TCR CDR3 sequence is CASSELLTTTNEKLFF. Result: 1 (the TCR binds to the epitope). (6) The epitope is YSEHPTFTSQY. The TCR CDR3 sequence is CASSLWITDTQYF. Result: 0 (the TCR does not bind to the epitope).